This data is from Full USPTO retrosynthesis dataset with 1.9M reactions from patents (1976-2016). The task is: Predict the reactants needed to synthesize the given product. (1) Given the product [CH2:1]([O:8][C:9]([NH:11][C@H:12]([C:16]1[CH:21]=[CH:20][CH:19]=[CH:18][CH:17]=1)[C:13]([NH:29][C@H:28]([C:30]([O:32][C:33]([CH3:36])([CH3:35])[CH3:34])=[O:31])[CH2:27][O:26][C:22]([CH3:25])([CH3:23])[CH3:24])=[O:15])=[O:10])[C:2]1[CH:3]=[CH:4][CH:5]=[CH:6][CH:7]=1, predict the reactants needed to synthesize it. The reactants are: [CH2:1]([O:8][C:9]([NH:11][C@H:12]([C:16]1[CH:21]=[CH:20][CH:19]=[CH:18][CH:17]=1)[C:13]([OH:15])=O)=[O:10])[C:2]1[CH:7]=[CH:6][CH:5]=[CH:4][CH:3]=1.[C:22]([O:26][CH2:27][C@@H:28]([C:30]([O:32][C:33]([CH3:36])([CH3:35])[CH3:34])=[O:31])[NH2:29])([CH3:25])([CH3:24])[CH3:23].N1C(C)=CC=CC=1C.CN(C(ON1N=NC2C=CC=CC1=2)=[N+](C)C)C.[B-](F)(F)(F)F. (2) Given the product [CH:10]1([N:9]([CH:16]2[CH2:21][CH2:20][CH2:19][CH2:18][CH2:17]2)[C:8]([NH:7][C:5]2[S:6][C:2]([S:23][C:24]3[CH:29]=[CH:28][CH:27]=[CH:26][N:25]=3)=[CH:3][N:4]=2)=[O:22])[CH2:15][CH2:14][CH2:13][CH2:12][CH2:11]1, predict the reactants needed to synthesize it. The reactants are: Br[C:2]1[S:6][C:5]([NH:7][C:8](=[O:22])[N:9]([CH:16]2[CH2:21][CH2:20][CH2:19][CH2:18][CH2:17]2)[CH:10]2[CH2:15][CH2:14][CH2:13][CH2:12][CH2:11]2)=[N:4][CH:3]=1.[SH:23][C:24]1[CH:29]=[CH:28][CH:27]=[CH:26][N:25]=1.